Dataset: Full USPTO retrosynthesis dataset with 1.9M reactions from patents (1976-2016). Task: Predict the reactants needed to synthesize the given product. Given the product [CH2:1]([O:8][C:9]([C:11]1([N:16]([S:17]([C:20]2[CH:21]=[CH:22][C:23]([C:26]3[CH:31]=[CH:30][C:29]([F:32])=[CH:28][CH:27]=3)=[CH:24][CH:25]=2)(=[O:19])=[O:18])[CH2:33][CH2:34][CH2:35][OH:36])[CH2:15][CH2:14][CH2:13][CH2:12]1)=[O:10])[C:2]1[CH:3]=[CH:4][CH:5]=[CH:6][CH:7]=1, predict the reactants needed to synthesize it. The reactants are: [CH2:1]([O:8][C:9]([C:11]1([N:16]([CH2:33][CH2:34][CH2:35][O:36][Si](C(C)(C)C)(C)C)[S:17]([C:20]2[CH:25]=[CH:24][C:23]([C:26]3[CH:31]=[CH:30][C:29]([F:32])=[CH:28][CH:27]=3)=[CH:22][CH:21]=2)(=[O:19])=[O:18])[CH2:15][CH2:14][CH2:13][CH2:12]1)=[O:10])[C:2]1[CH:7]=[CH:6][CH:5]=[CH:4][CH:3]=1.B(F)(F)F.CCOCC.